Dataset: Forward reaction prediction with 1.9M reactions from USPTO patents (1976-2016). Task: Predict the product of the given reaction. (1) Given the reactants [F:1][C:2]1[CH:7]=[CH:6][C:5]([C:8]2[O:9][CH:10]=[C:11]([C:13]([CH3:17])([CH3:16])[CH2:14][NH2:15])[N:12]=2)=[CH:4][CH:3]=1.[F:18][C:19]([F:35])([F:34])[C:20]1[O:24][N:23]=[C:22]([C:25]2[CH:26]=[C:27]([CH:31]=[CH:32][CH:33]=2)[C:28](O)=[O:29])[N:21]=1, predict the reaction product. The product is: [F:1][C:2]1[CH:3]=[CH:4][C:5]([C:8]2[O:9][CH:10]=[C:11]([C:13]([CH3:17])([CH3:16])[CH2:14][NH:15][C:28](=[O:29])[C:27]3[CH:31]=[CH:32][CH:33]=[C:25]([C:22]4[N:21]=[C:20]([C:19]([F:35])([F:34])[F:18])[O:24][N:23]=4)[CH:26]=3)[N:12]=2)=[CH:6][CH:7]=1. (2) Given the reactants Br[C:2]1[N:7]=[C:6]([CH3:8])[NH:5][C:4](=[O:9])[C:3]=1[N+:10]([O-:12])=[O:11].[S:13]1[C:17]2[CH2:18][CH2:19][NH:20][CH2:21][CH2:22][C:16]=2[CH:15]=[CH:14]1.C(N(C(C)C)C(C)C)C, predict the reaction product. The product is: [CH3:8][C:6]1[NH:5][C:4](=[O:9])[C:3]([N+:10]([O-:12])=[O:11])=[C:2]([N:20]2[CH2:21][CH2:22][C:16]3[CH:15]=[CH:14][S:13][C:17]=3[CH2:18][CH2:19]2)[N:7]=1. (3) The product is: [Cl:2][C:3]1[CH:4]=[C:5]2[C:9](=[CH:10][CH:11]=1)[NH:8][CH:7]=[C:6]2[CH2:12][CH2:13][NH:14][C:26]([C:24]1[O:25][C:21]([C:15]2[CH:16]=[CH:17][CH:18]=[CH:19][CH:20]=2)=[N:22][N:23]=1)=[O:27]. Given the reactants Cl.[Cl:2][C:3]1[CH:4]=[C:5]2[C:9](=[CH:10][CH:11]=1)[NH:8][CH:7]=[C:6]2[CH2:12][CH2:13][NH2:14].[C:15]1([C:21]2[O:25][C:24]([C:26](Cl)=[O:27])=[N:23][N:22]=2)[CH:20]=[CH:19][CH:18]=[CH:17][CH:16]=1.C(N(CC)CC)C.C(OCC)(=O)C, predict the reaction product. (4) The product is: [CH2:14]([O:16][C:17](=[O:24])[CH2:18][C:19]1[N:11]=[C:9]([C:8]2[CH:7]=[CH:6][C:5]([C:1]([CH3:4])([CH3:2])[CH3:3])=[CH:13][CH:12]=2)[O:10][C:20]=1[CH3:21])[CH3:15]. Given the reactants [C:1]([C:5]1[CH:13]=[CH:12][C:8]([C:9]([NH2:11])=[O:10])=[CH:7][CH:6]=1)([CH3:4])([CH3:3])[CH3:2].[CH2:14]([O:16][C:17](=[O:24])[CH2:18][C:19](=O)[CH:20](Br)[CH3:21])[CH3:15].C1(C)C=CC(S(O)(=O)=O)=CC=1, predict the reaction product. (5) Given the reactants [C:1](Cl)(Cl)=[O:2].[CH3:5][C:6]1[N:7]=[CH:8][C:9]2[C:14]([CH:15]=1)=[C:13]([NH2:16])[CH:12]=[CH:11][CH:10]=2, predict the reaction product. The product is: [CH3:5][C:6]1[N:7]=[CH:8][C:9]2[C:14]([CH:15]=1)=[C:13]([N:16]=[C:1]=[O:2])[CH:12]=[CH:11][CH:10]=2.